From a dataset of Peptide-MHC class II binding affinity with 134,281 pairs from IEDB. Regression. Given a peptide amino acid sequence and an MHC pseudo amino acid sequence, predict their binding affinity value. This is MHC class II binding data. (1) The peptide sequence is GRYKDEKDVTDITVK. The MHC is DRB4_0101 with pseudo-sequence DRB4_0103. The binding affinity (normalized) is 0. (2) The peptide sequence is QAVLTATNFFGINTI. The MHC is HLA-DPA10201-DPB10501 with pseudo-sequence HLA-DPA10201-DPB10501. The binding affinity (normalized) is 0.221. (3) The MHC is HLA-DQA10301-DQB10302 with pseudo-sequence HLA-DQA10301-DQB10302. The peptide sequence is APQINFFYYLGEPIV. The binding affinity (normalized) is 0.222.